Dataset: Forward reaction prediction with 1.9M reactions from USPTO patents (1976-2016). Task: Predict the product of the given reaction. (1) The product is: [CH2:14]([N:21]1[CH2:26][CH2:25][C:24]([C:7]2[CH:12]=[CH:11][C:10]([F:13])=[CH:9][CH:8]=2)([OH:27])[CH:23]([CH3:28])[CH2:22]1)[C:15]1[CH:16]=[CH:17][CH:18]=[CH:19][CH:20]=1. Given the reactants C([Li])CCC.Br[C:7]1[CH:12]=[CH:11][C:10]([F:13])=[CH:9][CH:8]=1.[CH2:14]([N:21]1[CH2:26][CH2:25][C:24](=[O:27])[CH:23]([CH3:28])[CH2:22]1)[C:15]1[CH:20]=[CH:19][CH:18]=[CH:17][CH:16]=1.Cl.[NH4+].[OH-], predict the reaction product. (2) Given the reactants [N:1]1([C:7]2[N:12]=[C:11]([N:13]3[CH:18]4[CH2:19][CH2:20][CH:14]3[CH2:15][O:16][CH2:17]4)[N:10]=[C:9]([C:21]3[CH:27]=[CH:26][C:24]([NH2:25])=[CH:23][CH:22]=3)[N:8]=2)[CH2:6][CH2:5][O:4][CH2:3][CH2:2]1.ClC(Cl)(O[C:32](=[O:38])OC(Cl)(Cl)Cl)Cl.[NH2:40][C:41]1[CH:49]=[CH:48][C:44]([CH2:45][CH2:46][OH:47])=[CH:43][CH:42]=1, predict the reaction product. The product is: [OH:47][CH2:46][CH2:45][C:44]1[CH:48]=[CH:49][C:41]([NH:40][C:32]([NH:25][C:24]2[CH:26]=[CH:27][C:21]([C:9]3[N:8]=[C:7]([N:1]4[CH2:2][CH2:3][O:4][CH2:5][CH2:6]4)[N:12]=[C:11]([N:13]4[CH:14]5[CH2:20][CH2:19][CH:18]4[CH2:17][O:16][CH2:15]5)[N:10]=3)=[CH:22][CH:23]=2)=[O:38])=[CH:42][CH:43]=1.